The task is: Regression/Classification. Given a drug SMILES string, predict its absorption, distribution, metabolism, or excretion properties. Task type varies by dataset: regression for continuous measurements (e.g., permeability, clearance, half-life) or binary classification for categorical outcomes (e.g., BBB penetration, CYP inhibition). Dataset: cyp2d6_veith.. This data is from CYP2D6 inhibition data for predicting drug metabolism from PubChem BioAssay. (1) The molecule is CC(C)C(NC(=O)OC(C)(C)C)C(=O)N1CCCC1C(=O)NC(Cc1ccccc1)C(N)=O. The result is 0 (non-inhibitor). (2) The drug is Cc1c(NC(=O)c2cccnc2)c(=O)n(-c2ccccc2)n1C. The result is 0 (non-inhibitor).